Task: Predict the reactants needed to synthesize the given product.. Dataset: Full USPTO retrosynthesis dataset with 1.9M reactions from patents (1976-2016) (1) Given the product [NH2:1][C:2]1[CH:10]=[CH:9][C:5]([C:6]([NH:17][C:16]2[CH:18]=[CH:19][C:13]([Cl:12])=[CH:14][C:15]=2[N:20]2[CH2:25][CH2:24][N:23]([CH2:26][CH2:27][C:28]([F:31])([F:30])[F:29])[CH2:22][CH2:21]2)=[O:8])=[C:4]([F:11])[CH:3]=1, predict the reactants needed to synthesize it. The reactants are: [NH2:1][C:2]1[CH:10]=[CH:9][C:5]([C:6]([OH:8])=O)=[C:4]([F:11])[CH:3]=1.[Cl:12][C:13]1[CH:19]=[CH:18][C:16]([NH2:17])=[C:15]([N:20]2[CH2:25][CH2:24][N:23]([CH2:26][CH2:27][C:28]([F:31])([F:30])[F:29])[CH2:22][CH2:21]2)[CH:14]=1.CN(C(ON1N=NC2C=CC=NC1=2)=[N+](C)C)C.F[P-](F)(F)(F)(F)F. (2) Given the product [N:1]1([C:10]2[CH:15]=[CH:14][N:13]=[C:12]([NH:16][CH:17]3[CH2:22][CH2:21][CH:20]([CH2:23][N:25]4[CH2:30][CH2:29][O:28][CH2:27][CH2:26]4)[CH2:19][CH2:18]3)[N:11]=2)[C:5]2[CH:6]=[CH:7][CH:8]=[CH:9][C:4]=2[N:3]=[N:2]1, predict the reactants needed to synthesize it. The reactants are: [N:1]1([C:10]2[CH:15]=[CH:14][N:13]=[C:12]([NH:16][CH:17]3[CH2:22][CH2:21][CH:20]([CH:23]=O)[CH2:19][CH2:18]3)[N:11]=2)[C:5]2[CH:6]=[CH:7][CH:8]=[CH:9][C:4]=2[N:3]=[N:2]1.[NH:25]1[CH2:30][CH2:29][O:28][CH2:27][CH2:26]1.C(O[BH-](OC(=O)C)OC(=O)C)(=O)C.[Na+].O. (3) Given the product [CH:1]1([C:4]([N:12]2[CH2:13][CH2:14][CH:15]3[CH2:21][N:20]([C:22]([O:24][C:25]([CH3:28])([CH3:27])[CH3:26])=[O:23])[CH2:19][CH2:18][N:16]3[C:17]3[N:7]=[CH:8][CH:9]=[CH:10][C:11]2=3)=[O:5])[CH2:3][CH2:2]1, predict the reactants needed to synthesize it. The reactants are: [CH:1]1([C:4](Cl)=[O:5])[CH2:3][CH2:2]1.[N:7]1[C:17]2[N:16]3[CH2:18][CH2:19][N:20]([C:22]([O:24][C:25]([CH3:28])([CH3:27])[CH3:26])=[O:23])[CH2:21][CH:15]3[CH2:14][CH2:13][NH:12][C:11]=2[CH:10]=[CH:9][CH:8]=1. (4) Given the product [CH2:1]([O:3][C:4]([N:6]1[CH2:11][CH2:10][N:9]([C:12]([CH2:14][NH:28][CH2:27][C:26]([O:25][CH2:23][CH3:24])=[O:29])=[O:13])[CH2:8][CH2:7]1)=[O:5])[CH3:2], predict the reactants needed to synthesize it. The reactants are: [CH2:1]([O:3][C:4]([N:6]1[CH2:11][CH2:10][N:9]([C:12]([CH2:14]Cl)=[O:13])[CH2:8][CH2:7]1)=[O:5])[CH3:2].C(=O)([O-])[O-].[Cs+].[Cs+].Cl.[CH2:23]([O:25][C:26](=[O:29])[CH2:27][NH2:28])[CH3:24]. (5) Given the product [CH3:45][O:44][C:39]1[CH:38]=[C:37]([CH2:36][C:35]([CH3:53])([O:46][C:47]2[CH:52]=[CH:51][CH:50]=[CH:49][CH:48]=2)[C:34]([OH:54])=[O:33])[CH:42]=[CH:41][C:40]=1[O:20][CH2:19][CH2:18][C:3]1[N:4]=[C:5]([C:7]2[CH:8]=[CH:9][C:10]([C:13]3[S:14][CH:15]=[CH:16][CH:17]=3)=[CH:11][CH:12]=2)[O:6][C:2]=1[CH3:1], predict the reactants needed to synthesize it. The reactants are: [CH3:1][C:2]1[O:6][C:5]([C:7]2[CH:12]=[CH:11][C:10]([C:13]3[S:14][CH:15]=[CH:16][CH:17]=3)=[CH:9][CH:8]=2)=[N:4][C:3]=1[CH2:18][CH2:19][O:20]S(C1C=CC(C)=CC=1)(=O)=O.C([O:33][C:34](=[O:54])[C:35]([CH3:53])([O:46][C:47]1[CH:52]=[CH:51][CH:50]=[CH:49][CH:48]=1)[CH2:36][C:37]1[CH:42]=[CH:41][C:40](O)=[C:39]([O:44][CH3:45])[CH:38]=1)C.